From a dataset of Full USPTO retrosynthesis dataset with 1.9M reactions from patents (1976-2016). Predict the reactants needed to synthesize the given product. (1) The reactants are: Cl[C:2]1[N:7]=[C:6]([N:8]2[CH2:13][CH2:12][O:11][CH2:10][CH2:9]2)[N:5]=[C:4]([N:14]2[C:18]3[CH:19]=[CH:20][CH:21]=[C:22]([O:23][CH3:24])[C:17]=3[N:16]=[C:15]2[CH:25]([F:27])[F:26])[N:3]=1.[NH2:28][C:29]1[CH:30]=[N:31][C:32]([Cl:35])=[N:33][CH:34]=1.C1C=CC(P(C2C(C3C(P(C4C=CC=CC=4)C4C=CC=CC=4)=CC=C4C=3C=CC=C4)=C3C(C=CC=C3)=CC=2)C2C=CC=CC=2)=CC=1.C([O-])([O-])=O.[Cs+].[Cs+].C([O-])(O)=O.[Na+]. Given the product [Cl:35][C:32]1[N:33]=[CH:34][C:29]([NH:28][C:2]2[N:3]=[C:4]([N:14]3[C:18]4[CH:19]=[CH:20][CH:21]=[C:22]([O:23][CH3:24])[C:17]=4[N:16]=[C:15]3[CH:25]([F:26])[F:27])[N:5]=[C:6]([N:8]3[CH2:13][CH2:12][O:11][CH2:10][CH2:9]3)[N:7]=2)=[CH:30][N:31]=1, predict the reactants needed to synthesize it. (2) The reactants are: C[O:2][C:3](=[O:27])[CH2:4][C:5]1[C:13]2[C:8](=[N:9][CH:10]=[CH:11][CH:12]=2)[N:7]([CH:14]([C:16]2[CH:21]=[CH:20][C:19]([S:22]([CH3:25])(=[O:24])=[O:23])=[CH:18][CH:17]=2)[CH3:15])[C:6]=1[CH3:26].CO.[OH-].[Li+]. Given the product [CH3:25][S:22]([C:19]1[CH:20]=[CH:21][C:16]([CH:14]([N:7]2[C:8]3=[N:9][CH:10]=[CH:11][CH:12]=[C:13]3[C:5]([CH2:4][C:3]([OH:27])=[O:2])=[C:6]2[CH3:26])[CH3:15])=[CH:17][CH:18]=1)(=[O:23])=[O:24], predict the reactants needed to synthesize it.